Dataset: Forward reaction prediction with 1.9M reactions from USPTO patents (1976-2016). Task: Predict the product of the given reaction. Given the reactants [Cl:1][C:2]1[C:10]([Cl:11])=[CH:9][CH:8]=[C:7]2[C:3]=1[C:4]([N:22]1[CH2:31][C@H:30]([F:32])[CH2:29][C@H:23]1[C:24]([N:26]([CH3:28])[CH3:27])=[O:25])([C:13]1[CH:18]=[C:17]([CH3:19])[CH:16]=[CH:15][C:14]=1[O:20][CH3:21])[C:5](=[O:12])[NH:6]2.[H-].[Na+].[CH3:35][O:36][C:37]1[CH:42]=[C:41]([O:43][CH3:44])[CH:40]=[CH:39][C:38]=1[S:45](Cl)(=[O:47])=[O:46].C(=O)([O-])[O-].[K+].[K+], predict the reaction product. The product is: [Cl:1][C:2]1[C:10]([Cl:11])=[CH:9][CH:8]=[C:7]2[C:3]=1[C:4]([N:22]1[CH2:31][C@H:30]([F:32])[CH2:29][C@H:23]1[C:24]([N:26]([CH3:28])[CH3:27])=[O:25])([C:13]1[CH:18]=[C:17]([CH3:19])[CH:16]=[CH:15][C:14]=1[O:20][CH3:21])[C:5](=[O:12])[N:6]2[S:45]([C:38]1[CH:39]=[CH:40][C:41]([O:43][CH3:44])=[CH:42][C:37]=1[O:36][CH3:35])(=[O:47])=[O:46].